This data is from Full USPTO retrosynthesis dataset with 1.9M reactions from patents (1976-2016). The task is: Predict the reactants needed to synthesize the given product. (1) Given the product [Cl:25][C:4]1[C:3]2[C:2](=[CH:10][CH:9]=[C:8]([Cl:11])[CH:7]=2)[N:1]=[C:19]([C:14]2[CH:15]=[CH:16][CH:17]=[CH:18][C:13]=2[F:12])[C:20]=1[CH3:21], predict the reactants needed to synthesize it. The reactants are: [NH2:1][C:2]1[CH:10]=[CH:9][C:8]([Cl:11])=[CH:7][C:3]=1[C:4](O)=O.[F:12][C:13]1[CH:18]=[CH:17][CH:16]=[CH:15][C:14]=1[C:19](=O)[CH2:20][CH3:21].P(Cl)(Cl)([Cl:25])=O. (2) Given the product [OH:33][NH:32][C:27](=[O:29])[CH2:26][N:8]([CH2:7][CH2:6][CH:1]1[CH2:2][CH2:3][CH2:4][CH2:5]1)[C:9]([N:11]1[CH2:15][CH2:14][CH2:13][CH:12]1[C:16]([NH:18][C:19]1[CH:24]=[CH:23][CH:22]=[C:21]([OH:25])[CH:20]=1)=[O:17])=[O:10], predict the reactants needed to synthesize it. The reactants are: [CH:1]1([CH2:6][CH2:7][N:8]([CH2:26][C:27]([O:29]CC)=O)[C:9]([N:11]2[CH2:15][CH2:14][CH2:13][CH:12]2[C:16]([NH:18][C:19]2[CH:24]=[CH:23][CH:22]=[C:21]([OH:25])[CH:20]=2)=[O:17])=[O:10])[CH2:5][CH2:4][CH2:3][CH2:2]1.[NH2:32][OH:33]. (3) Given the product [CH3:1][O:2][C:3](=[O:12])[C:4]1[CH:9]=[CH:8][C:7]([CH2:10][Br:25])=[C:6]([F:11])[CH:5]=1, predict the reactants needed to synthesize it. The reactants are: [CH3:1][O:2][C:3](=[O:12])[C:4]1[CH:9]=[CH:8][C:7]([CH3:10])=[C:6]([F:11])[CH:5]=1.CC(N=NC(C#N)(C)C)(C#N)C.[Br:25]N1C(=O)CCC1=O. (4) Given the product [CH2:10]([O:9][C:7](=[O:8])[C:6]([CH3:22])([CH2:1][CH2:2][CH:3]([CH3:5])[CH3:4])[C:12]([O:14][CH2:15][CH3:16])=[O:13])[CH3:11], predict the reactants needed to synthesize it. The reactants are: [CH2:1]([CH:6]([C:12]([O:14][CH2:15][CH3:16])=[O:13])[C:7]([O:9][CH2:10][CH3:11])=[O:8])[CH2:2][CH:3]([CH3:5])[CH3:4].[H-].[Na+].[H][H].I[CH3:22]. (5) Given the product [Br:1][C:2]1[CH:3]=[C:4]2[C:8](=[CH:9][CH:10]=1)[N:7]([C:12]1[C:13]([CH3:18])=[N:14][CH:15]=[CH:16][CH:17]=1)[CH:6]=[CH:5]2, predict the reactants needed to synthesize it. The reactants are: [Br:1][C:2]1[CH:3]=[C:4]2[C:8](=[CH:9][CH:10]=1)[NH:7][CH:6]=[CH:5]2.Br[C:12]1[C:13]([CH3:18])=[N:14][CH:15]=[CH:16][CH:17]=1. (6) Given the product [NH:1]1[CH:5]=[C:4]([CH2:6][CH2:7][S:17][C:11]2[CH:12]=[CH:13][C:14]([Cl:16])=[CH:15][C:10]=2[NH2:9])[CH:3]=[N:2]1, predict the reactants needed to synthesize it. The reactants are: [NH:1]1[CH:5]=[C:4]([CH2:6][CH2:7]O)[CH:3]=[N:2]1.[NH2:9][C:10]1[CH:15]=[C:14]([Cl:16])[CH:13]=[CH:12][C:11]=1[SH:17].C1C=CC(P(C2C=CC=CC=2)C2C=CC=CC=2)=CC=1.CC(OC(/N=N/C(OC(C)(C)C)=O)=O)(C)C. (7) Given the product [CH3:38][O:37][C:34]1[N:33]=[CH:32][C:31]([CH2:30][C:25]2[C:24](=[O:23])[N:17]=[C:15]([CH2:14][CH2:13][C:10]3[CH:9]=[CH:8][C:7]([O:6][C:5]4[CH:18]=[CH:19][CH:20]=[C:3]([C:2]([F:21])([F:22])[F:1])[CH:4]=4)=[CH:12][CH:11]=3)[NH:16][CH:26]=2)=[CH:36][N:35]=1, predict the reactants needed to synthesize it. The reactants are: [F:1][C:2]([F:22])([F:21])[C:3]1[CH:4]=[C:5]([CH:18]=[CH:19][CH:20]=1)[O:6][C:7]1[CH:12]=[CH:11][C:10]([CH2:13][CH2:14][C:15](=[NH:17])[NH2:16])=[CH:9][CH:8]=1.[OH:23][CH:24]=[C:25]([CH2:30][C:31]1[CH:32]=[N:33][C:34]([O:37][CH3:38])=[N:35][CH:36]=1)[C:26](OC)=O.C([O-])(=O)C.[K+]. (8) Given the product [NH2:22][C:19]1[S:20][CH:21]=[C:17](/[C:16](=[N:23]/[O:24][C:25]2([C:28]([OH:30])=[O:29])[CH2:26][CH2:27]2)/[C:15]([NH:14][C@@H:13]2[C:12](=[O:32])[N:11]([S:33]([OH:36])(=[O:34])=[O:35])[C@@H:10]2[CH2:9][N:5]2[CH2:4][C@@H:3]([CH2:2][NH:1][C:43]([NH2:44])=[NH:38])[O:7][C:6]2=[O:8])=[O:31])[N:18]=1, predict the reactants needed to synthesize it. The reactants are: [NH2:1][CH2:2][C@H:3]1[O:7][C:6](=[O:8])[N:5]([CH2:9][C@@H:10]2[C@H:13]([NH:14][C:15](=[O:31])/[C:16](=[N:23]\[O:24][C:25]3([C:28]([OH:30])=[O:29])[CH2:27][CH2:26]3)/[C:17]3[N:18]=[C:19]([NH2:22])[S:20][CH:21]=3)[C:12](=[O:32])[N:11]2[S:33]([OH:36])(=[O:35])=[O:34])[CH2:4]1.Cl.[N:38]1([C:43](N)=[NH:44])C=CC=N1.CCN(C(C)C)C(C)C. (9) Given the product [CH2:1]([O:8][C:9]([N:11]1[CH2:15][CH:14]2[CH:16]([O:19][C:39](=[O:46])[C:40]3[CH:45]=[CH:44][CH:43]=[CH:42][CH:41]=3)[CH2:17][CH2:18][CH:13]2[CH2:12]1)=[O:10])[C:2]1[CH:7]=[CH:6][CH:5]=[CH:4][CH:3]=1, predict the reactants needed to synthesize it. The reactants are: [CH2:1]([O:8][C:9]([N:11]1[CH2:15][CH:14]2[CH:16]([OH:19])[CH2:17][CH2:18][CH:13]2[CH2:12]1)=[O:10])[C:2]1[CH:7]=[CH:6][CH:5]=[CH:4][CH:3]=1.C1(P(C2C=CC=CC=2)C2C=CC=CC=2)C=CC=CC=1.[C:39](O)(=[O:46])[C:40]1[CH:45]=[CH:44][CH:43]=[CH:42][CH:41]=1.N(C(OC(C)C)=O)=NC(OC(C)C)=O.